This data is from NCI-60 drug combinations with 297,098 pairs across 59 cell lines. The task is: Regression. Given two drug SMILES strings and cell line genomic features, predict the synergy score measuring deviation from expected non-interaction effect. (1) Drug 1: COC1=C(C=C2C(=C1)N=CN=C2NC3=CC(=C(C=C3)F)Cl)OCCCN4CCOCC4. Drug 2: C1=CN(C=N1)CC(O)(P(=O)(O)O)P(=O)(O)O. Cell line: SW-620. Synergy scores: CSS=-2.20, Synergy_ZIP=-3.29, Synergy_Bliss=-13.0, Synergy_Loewe=-9.72, Synergy_HSA=-10.4. (2) Drug 1: C1CN(CCN1C(=O)CCBr)C(=O)CCBr. Drug 2: CC(C)CN1C=NC2=C1C3=CC=CC=C3N=C2N. Cell line: SF-295. Synergy scores: CSS=21.4, Synergy_ZIP=-1.98, Synergy_Bliss=0.737, Synergy_Loewe=0.0910, Synergy_HSA=-0.635. (3) Drug 1: C1=NC2=C(N1)C(=S)N=C(N2)N. Drug 2: CC1=C(C(=O)C2=C(C1=O)N3CC4C(C3(C2COC(=O)N)OC)N4)N. Cell line: SNB-75. Synergy scores: CSS=45.6, Synergy_ZIP=-4.77, Synergy_Bliss=0.376, Synergy_Loewe=-26.8, Synergy_HSA=1.96.